Dataset: Reaction yield outcomes from USPTO patents with 853,638 reactions. Task: Predict the reaction yield, written as a fraction of the theoretical maximum amount of product (1.0 means a 100% yield; for example, 0.34 means a 34% yield). (1) The reactants are [C:1]([C:3]1([C:8](OC)=[O:9])[CH2:7][CH2:6][CH2:5][CH2:4]1)#[N:2].[BH4-].[Li+]. The catalyst is C1COCC1. The product is [OH:9][CH2:8][C:3]1([C:1]#[N:2])[CH2:7][CH2:6][CH2:5][CH2:4]1. The yield is 0.950. (2) The reactants are [CH:1]1([N:6]2[C:11]3=[N:12][C:13](S(C)=O)=[N:14][CH:15]=[C:10]3[CH2:9][N:8]([C:19]3[C:24]([F:25])=[C:23]([O:26][CH3:27])[CH:22]=[C:21]([O:28][CH3:29])[C:20]=3[F:30])[C:7]2=[O:31])[CH2:5][CH2:4][CH2:3][CH2:2]1.[NH2:32][CH2:33][C@@H:34]([OH:38])[C@H:35]([OH:37])[CH3:36]. No catalyst specified. The product is [CH:1]1([N:6]2[C:11]3=[N:12][C:13]([NH:32][CH2:33][CH:34]([OH:38])[CH:35]([OH:37])[CH3:36])=[N:14][CH:15]=[C:10]3[CH2:9][N:8]([C:19]3[C:24]([F:25])=[C:23]([O:26][CH3:27])[CH:22]=[C:21]([O:28][CH3:29])[C:20]=3[F:30])[C:7]2=[O:31])[CH2:5][CH2:4][CH2:3][CH2:2]1. The yield is 0.940. (3) The reactants are Cl[CH2:2][CH2:3][C:4]([C:10]1[CH:15]=[CH:14][C:13]([F:16])=[CH:12][CH:11]=1)([OH:9])[CH2:5][C:6]([CH3:8])=[CH2:7].BrC1C=CC=CC=1[C@@H]([N:26]=[C:27]=[O:28])C.C1CCN2C(=NCCC2)CC1. The catalyst is C1COCC1.CCOC(C)=O. The product is [F:16][C:13]1[CH:14]=[CH:15][C:10]([C:4]2([CH2:5][C:6]([CH3:8])=[CH2:7])[O:9][C:27](=[O:28])[NH:26][CH2:2][CH2:3]2)=[CH:11][CH:12]=1. The yield is 0.380. (4) The reactants are Cl[C:2]1[CH:7]=[N:6][CH:5]=[C:4]([Cl:8])[N:3]=1.[N:9]1[CH:14]=[CH:13][CH:12]=[C:11]([CH2:15][NH2:16])[CH:10]=1. The catalyst is C1(C)C(C)=CC=CC=1. The product is [Cl:8][C:4]1[N:3]=[C:2]([NH:16][CH2:15][C:11]2[CH:10]=[N:9][CH:14]=[CH:13][CH:12]=2)[CH:7]=[N:6][CH:5]=1. The yield is 0.930. (5) The product is [CH3:1][NH:2][C:3](=[O:22])[CH2:4][CH:5]([C:12]1[CH:13]=[C:14]2[C:18](=[CH:19][CH:20]=1)[NH:17][C:16]([CH3:21])=[CH:15]2)[C:6]1[CH:7]=[CH:8][CH:9]=[CH:10][CH:11]=1. The catalyst is CCO.CCOC(C)=O.CO.[Pd]. The reactants are [CH3:1][NH:2][C:3](=[O:22])[CH:4]=[C:5]([C:12]1[CH:13]=[C:14]2[C:18](=[CH:19][CH:20]=1)[NH:17][C:16]([CH3:21])=[CH:15]2)[C:6]1[CH:11]=[CH:10][CH:9]=[CH:8][CH:7]=1. The yield is 1.00. (6) The reactants are [S:1]1[C:5]([CH2:6][O:7][C:8]([NH:10][C@H:11]([CH2:33][C:34]2[CH:39]=[CH:38][CH:37]=[CH:36][CH:35]=2)[CH2:12][NH:13][CH2:14][C@H:15]([NH:23][C:24]([O:26][CH2:27][C:28]2[S:32][CH:31]=[N:30][CH:29]=2)=[O:25])[CH2:16][C:17]2[CH:22]=[CH:21][CH:20]=[CH:19][CH:18]=2)=[O:9])=[CH:4][N:3]=[CH:2]1.[CH3:40][CH:41]([CH3:44])[CH:42]=O.C(O)(=O)C.C(O[BH-](OC(=O)C)OC(=O)C)(=O)C.[Na+]. No catalyst specified. The product is [CH3:40][CH:41]([CH3:44])[CH2:42][N:13]([CH2:14][C@H:15]([NH:23][C:24]([O:26][CH2:27][C:28]1[S:32][CH:31]=[N:30][CH:29]=1)=[O:25])[CH2:16][C:17]1[CH:18]=[CH:19][CH:20]=[CH:21][CH:22]=1)[CH2:12][C@H:11]([NH:10][C:8]([O:7][CH2:6][C:5]1[S:1][CH:2]=[N:3][CH:4]=1)=[O:9])[CH2:33][C:34]1[CH:39]=[CH:38][CH:37]=[CH:36][CH:35]=1. The yield is 0.440. (7) The reactants are C(O)(C(F)(F)F)=[O:2].S(=O)(=O)(O)O.[NH2:13][C:14]1[N:19]=[C:18]([C:20]2[NH:24][C:23]([C:25]3[CH:30]=[C:29]([C:31]([F:34])([F:33])[F:32])[CH:28]=[CH:27][C:26]=3[Cl:35])=[C:22]([C:36]#[N:37])[CH:21]=2)[CH:17]=[CH:16][N:15]=1.N. The catalyst is O. The product is [NH2:13][C:14]1[N:19]=[C:18]([C:20]2[NH:24][C:23]([C:25]3[CH:30]=[C:29]([C:31]([F:33])([F:34])[F:32])[CH:28]=[CH:27][C:26]=3[Cl:35])=[C:22]([C:36]([NH2:37])=[O:2])[CH:21]=2)[CH:17]=[CH:16][N:15]=1. The yield is 0.920. (8) The product is [CH3:28][C:19]1[CH:20]=[C:21]([C:2]2[N:11]=[C:10]([NH:12][C:13]3[NH:14][N:15]=[C:16]([CH3:18])[CH:17]=3)[C:9]3[C:4](=[CH:5][CH:6]=[CH:7][CH:8]=3)[N:3]=2)[CH:22]=[CH:23][CH:24]=1. The yield is 0.750. The reactants are Cl[C:2]1[N:11]=[C:10]([NH:12][C:13]2[CH:17]=[C:16]([CH3:18])[NH:15][N:14]=2)[C:9]2[C:4](=[CH:5][CH:6]=[CH:7][CH:8]=2)[N:3]=1.[C:19]1([CH3:28])[CH:24]=[CH:23][CH:22]=[C:21](B(O)O)[CH:20]=1.C([O-])([O-])=O.[Na+].[Na+].C(P(C(C)(C)C)C(C)(C)C)(C)(C)C. The catalyst is CN(C=O)C.C1C=CC(P(C2C=CC=CC=2)[C-]2C=CC=C2)=CC=1.C1C=CC(P(C2C=CC=CC=2)[C-]2C=CC=C2)=CC=1.Cl[Pd]Cl.[Fe+2].O. (9) The yield is 0.870. The product is [C:15]([O:14][C:12]([NH:11][C@:6]1([C:4]([OH:5])=[O:3])[CH2:8][C@H:7]1[CH:9]=[CH2:10])=[O:13])([CH3:18])([CH3:16])[CH3:17]. The catalyst is C1COCC1.CO.O. The reactants are C([O:3][C:4]([C@@:6]1([NH:11][C:12]([O:14][C:15]([CH3:18])([CH3:17])[CH3:16])=[O:13])[CH2:8][C@H:7]1[CH:9]=[CH2:10])=[O:5])C.[Li+].[OH-]. (10) The reactants are Br[C:2]1[N:3]([C:22]2[C:31]3[C:26](=[CH:27][CH:28]=[CH:29][CH:30]=3)[C:25]([CH:32]3CC3)=[CH:24][CH:23]=2)[C:4]([S:7]CC(NC2C=CC(C(O)=O)=CC=2Cl)=O)=[N:5][N:6]=1.Cl.NNC(N)=N.C([N:44](C(C)C)CC)(C)C.CN(C)[CH:52]=[O:53]. No catalyst specified. The product is [NH2:44][C:2]1[N:3]([C:22]2[C:27]3[C:26](=[CH:31][CH:30]=[C:29]([O:53][CH3:52])[CH:28]=3)[C:25]([CH3:32])=[CH:24][CH:23]=2)[C:4]([SH:7])=[N:5][N:6]=1. The yield is 0.910.